From a dataset of Full USPTO retrosynthesis dataset with 1.9M reactions from patents (1976-2016). Predict the reactants needed to synthesize the given product. (1) Given the product [CH3:15][O:16][CH2:17][CH2:18][O:19][C:2]1[CH:12]=[CH:11][C:5]([C:6]([OH:8])=[O:7])=[CH:4][N:3]=1, predict the reactants needed to synthesize it. The reactants are: Cl[C:2]1[CH:12]=[CH:11][C:5]([C:6]([O:8]CC)=[O:7])=[CH:4][N:3]=1.[OH-].[Li+].[CH3:15][O:16][CH2:17][CH2:18][OH:19]. (2) The reactants are: [Cl:1][C:2]1[CH:7]=[CH:6][C:5]([C:8]2[Se:9][C:10]([CH2:13][OH:14])=[CH:11][N:12]=2)=[CH:4][CH:3]=1.[H-].[Na+].Cl[C:18]1[CH:26]2[CH:21]([CH:22]3[O:27][CH:25]2[CH2:24][CH2:23]3)[C:20](=[O:28])[CH:19]=1. Given the product [Cl:1][C:2]1[CH:3]=[CH:4][C:5]([C:8]2[Se:9][C:10]([CH2:13][O:14][C:18]3[CH:26]4[CH:21]([CH:22]5[O:27][CH:25]4[CH2:24][CH2:23]5)[C:20](=[O:28])[CH:19]=3)=[CH:11][N:12]=2)=[CH:6][CH:7]=1, predict the reactants needed to synthesize it.